From a dataset of Reaction yield outcomes from USPTO patents with 853,638 reactions. Predict the reaction yield, written as a fraction of the theoretical maximum amount of product (1.0 means a 100% yield; for example, 0.34 means a 34% yield). (1) The reactants are [CH2:1]([O:8][C:9]1[C:10]([CH2:27][OH:28])=[N:11][CH:12]=[C:13]([C:25]=1[OH:26])[C:14]([NH:16][CH2:17][C:18]1[CH:23]=[CH:22][C:21]([F:24])=[CH:20][CH:19]=1)=[O:15])[C:2]1[CH:7]=[CH:6][CH:5]=[CH:4][CH:3]=1. The catalyst is C(Cl)(Cl)Cl.[O-2].[O-2].[Mn+4]. The product is [CH2:1]([O:8][C:9]1[C:10]([CH:27]=[O:28])=[N:11][CH:12]=[C:13]([C:25]=1[OH:26])[C:14]([NH:16][CH2:17][C:18]1[CH:19]=[CH:20][C:21]([F:24])=[CH:22][CH:23]=1)=[O:15])[C:2]1[CH:7]=[CH:6][CH:5]=[CH:4][CH:3]=1. The yield is 0.840. (2) The reactants are [CH3:1][O:2][CH2:3][C@H:4]([CH3:31])[O:5][C:6]1[CH:7]=[C:8]([C:23]2[NH:27][C:26]([C:28]([OH:30])=O)=[CH:25][CH:24]=2)[CH:9]=[C:10]([O:12][C:13]2[CH:14]=[N:15][C:16]([S:19]([CH3:22])(=[O:21])=[O:20])=[CH:17][CH:18]=2)[CH:11]=1.[NH2:32][C@H:33]([CH2:37][OH:38])[C@@H:34]([CH3:36])[OH:35].[Cl-].COC1N=C(OC)N=C([N+]2(C)CCOCC2)N=1. The catalyst is CO. The product is [OH:35][C@H:34]([CH3:36])[C@H:33]([NH:32][C:28]([C:26]1[NH:27][C:23]([C:8]2[CH:9]=[C:10]([O:12][C:13]3[CH:14]=[N:15][C:16]([S:19]([CH3:22])(=[O:20])=[O:21])=[CH:17][CH:18]=3)[CH:11]=[C:6]([O:5][C@@H:4]([CH3:31])[CH2:3][O:2][CH3:1])[CH:7]=2)=[CH:24][CH:25]=1)=[O:30])[CH2:37][OH:38]. The yield is 0.620.